Dataset: hERG potassium channel inhibition data for cardiac toxicity prediction from Karim et al.. Task: Regression/Classification. Given a drug SMILES string, predict its toxicity properties. Task type varies by dataset: regression for continuous values (e.g., LD50, hERG inhibition percentage) or binary classification for toxic/non-toxic outcomes (e.g., AMES mutagenicity, cardiotoxicity, hepatotoxicity). Dataset: herg_karim. (1) The molecule is CC(C)(C)C1(C)Cc2c(CN3CCC4(CC3)CCN(C(=O)c3ccc(N)cn3)CC4)cccc2O1. The result is 0 (non-blocker). (2) The compound is CCc1ccn2ccnc2c1N1CCCN([C@@H](CC(N)=O)C2CCN(C(=O)[C@H]3C[C@@H]4CC[C@H]3O4)CC2)CC1. The result is 1 (blocker). (3) The result is 0 (non-blocker). The compound is O=C(O)CN(C1(c2ccc(-c3ccccc3OC(F)(F)F)cc2)CCC1)S(=O)(=O)c1ccc(OC(F)F)cc1. (4) The molecule is O=C([C@H]1CNCC[C@@]12OCc1cc(F)c(F)cc12)N(Cc1cccc2cccnc12)C1CC1. The result is 0 (non-blocker). (5) The molecule is N=C(Nc1ccc2c(c1)CCCN2C1CCNC1)c1cccs1. The result is 0 (non-blocker). (6) The drug is COc1ccc2c3c1O[C@H]1[C@@H](O)C=C[C@H]4[C@@H](C2)[N+](C)CC[C@]314. The result is 0 (non-blocker).